This data is from Full USPTO retrosynthesis dataset with 1.9M reactions from patents (1976-2016). The task is: Predict the reactants needed to synthesize the given product. (1) The reactants are: [CH2:1]([C:3]1[CH:8]=[CH:7][C:6]([C:9]([C:11]2[CH:16]=[CH:15][C:14]([O:17][CH3:18])=[CH:13][CH:12]=2)=O)=[CH:5][CH:4]=1)[CH3:2].C([SiH](CC)CC)C.B(F)(F)F.CCOCC. Given the product [CH2:1]([C:3]1[CH:8]=[CH:7][C:6]([CH2:9][C:11]2[CH:12]=[CH:13][C:14]([O:17][CH3:18])=[CH:15][CH:16]=2)=[CH:5][CH:4]=1)[CH3:2], predict the reactants needed to synthesize it. (2) Given the product [Br:16][C:14]1[C:15]2[C:10](=[N:9][C:8]3[C:3]([C:2]=2[S:17][C:18]2[CH:19]=[CH:20][C:21]([C:22]([O:24][CH3:25])=[O:23])=[CH:26][CH:27]=2)=[CH:4][CH:5]=[CH:6][CH:7]=3)[CH:11]=[CH:12][CH:13]=1, predict the reactants needed to synthesize it. The reactants are: Cl[C:2]1[C:3]2[C:8]([N:9]=[C:10]3[C:15]=1[C:14]([Br:16])=[CH:13][CH:12]=[CH:11]3)=[CH:7][CH:6]=[CH:5][CH:4]=2.[SH:17][C:18]1[CH:27]=[CH:26][C:21]([C:22]([O:24][CH3:25])=[O:23])=[CH:20][CH:19]=1.[H-].[Na+].O. (3) Given the product [CH3:14][O:13][C:11]1[O:12][C:8]([C:5]2[CH:6]=[CH:7][C:2]([O:1][CH2:24][CH2:25][OH:26])=[CH:3][CH:4]=2)=[C:9]([C:15]2[CH:20]=[CH:19][C:18]([O:21][CH3:22])=[CH:17][CH:16]=2)[N:10]=1, predict the reactants needed to synthesize it. The reactants are: [OH:1][C:2]1[CH:7]=[CH:6][C:5]([C:8]2[O:12][C:11]([O:13][CH3:14])=[N:10][C:9]=2[C:15]2[CH:20]=[CH:19][C:18]([O:21][CH3:22])=[CH:17][CH:16]=2)=[CH:4][CH:3]=1.Br[CH2:24][CH2:25][O:26][Si](C(C)(C)C)(C)C.C(=O)([O-])[O-].[K+].[K+].[I-].[K+]. (4) Given the product [CH3:1][O:2][C:3]1[CH:12]=[C:11]2[C:6]([CH2:7][CH2:8][C@H:9]([NH2:24])[CH2:10]2)=[CH:5][CH:4]=1, predict the reactants needed to synthesize it. The reactants are: [CH3:1][O:2][C:3]1[CH:12]=[C:11]2[C:6]([CH2:7][CH2:8][C@@H:9](OS(C3C=CC(C)=CC=3)(=O)=O)[CH2:10]2)=[CH:5][CH:4]=1.[NH3:24]. (5) Given the product [F:1][C:2]1[CH:42]=[C:41]([F:43])[CH:40]=[CH:39][C:3]=1[O:4][C:5]1[C:10]([C:11]2[C:12]3[CH:21]=[N:20][N:19]([CH2:22][O:23][CH2:24][CH2:25][Si:26]([CH3:29])([CH3:28])[CH3:27])[C:13]=3[C:14](=[O:18])[N:15]([CH3:17])[CH:16]=2)=[CH:9][CH:8]=[C:7]2[C:6]=1[NH:36][C:32](=[O:33])[CH2:31][NH:30]2, predict the reactants needed to synthesize it. The reactants are: [F:1][C:2]1[CH:42]=[C:41]([F:43])[CH:40]=[CH:39][C:3]=1[O:4][C:5]1[C:6]([N+:36]([O-])=O)=[C:7]([NH:30][CH2:31][C:32](OC)=[O:33])[CH:8]=[CH:9][C:10]=1[C:11]1[C:12]2[CH:21]=[N:20][N:19]([CH2:22][O:23][CH2:24][CH2:25][Si:26]([CH3:29])([CH3:28])[CH3:27])[C:13]=2[C:14](=[O:18])[N:15]([CH3:17])[CH:16]=1.[Cl-].[NH4+]. (6) Given the product [CH2:15]([O:14][C:7](=[O:13])[C:8]([NH:1][CH2:2][CH2:3][CH2:4][CH2:5][NH:6][C:8](=[O:10])[C:7]([OH:14])=[O:13])=[O:10])[CH3:16], predict the reactants needed to synthesize it. The reactants are: [NH2:1][CH2:2][CH2:3][CH2:4][CH2:5][NH2:6].[C:7]([O:14][CH2:15][CH3:16])(=[O:13])[C:8]([O:10]CC)=O.